Dataset: Forward reaction prediction with 1.9M reactions from USPTO patents (1976-2016). Task: Predict the product of the given reaction. (1) The product is: [F:9][C:10]1[CH:11]=[C:12]([NH:13][C:2]2[CH:7]=[C:6]([I:8])[N:5]=[CH:4][N:3]=2)[CH:14]=[CH:15][CH:16]=1. Given the reactants I[C:2]1[CH:7]=[C:6]([I:8])[N:5]=[CH:4][N:3]=1.[F:9][C:10]1[CH:11]=[C:12]([CH:14]=[CH:15][CH:16]=1)[NH2:13].C(N(CC)C(C)C)(C)C.C(O)CCC, predict the reaction product. (2) The product is: [CH3:21][NH:22][C:14]([C@@H:9]1[CH2:10][CH2:11][CH2:12][CH2:13][N:8]1[C:6]([O:5][C:1]([CH3:4])([CH3:3])[CH3:2])=[O:7])=[O:16]. Given the reactants [C:1]([O:5][C:6]([N:8]1[CH2:13][CH2:12][CH2:11][CH2:10][C@H:9]1[C:14]([OH:16])=O)=[O:7])([CH3:4])([CH3:3])[CH3:2].Cl.CN.C[CH2:21][N:22](C(C)C)C(C)C.C(P1(=O)OP(CCC)(=O)OP(CCC)(=O)O1)CC, predict the reaction product. (3) Given the reactants C[O:2][C:3]([C:5]1[CH:16]=[CH:15][C:8]2[O:9][CH2:10][CH:11]([CH2:13][OH:14])[O:12][C:7]=2[C:6]=1[CH3:17])=[O:4].O.[OH-].[Ba+2].[OH-], predict the reaction product. The product is: [OH:14][CH2:13][CH:11]1[CH2:10][O:9][C:8]2[CH:15]=[CH:16][C:5]([C:3]([OH:4])=[O:2])=[C:6]([CH3:17])[C:7]=2[O:12]1.